From a dataset of Forward reaction prediction with 1.9M reactions from USPTO patents (1976-2016). Predict the product of the given reaction. (1) Given the reactants C(=O)([O-])[O-].[K+].[K+].F[C:8]1[CH:13]=[CH:12][C:11]([I:14])=[CH:10][N:9]=1.[CH2:15]([N:17]([C@@H:25]1[CH2:29][CH2:28][NH:27][CH2:26]1)[C:18](=[O:24])[O:19][C:20]([CH3:23])([CH3:22])[CH3:21])[CH3:16], predict the reaction product. The product is: [CH2:15]([N:17]([C@@H:25]1[CH2:29][CH2:28][N:27]([C:8]2[CH:13]=[CH:12][C:11]([I:14])=[CH:10][N:9]=2)[CH2:26]1)[C:18](=[O:24])[O:19][C:20]([CH3:23])([CH3:21])[CH3:22])[CH3:16]. (2) Given the reactants C(OC([N:8]1[CH2:13][CH2:12][N:11]([C:14]2[CH:22]=[CH:21][C:17]([C:18]([OH:20])=[O:19])=[CH:16][CH:15]=2)[CH2:10][CH2:9]1)=O)(C)(C)C, predict the reaction product. The product is: [N:11]1([C:14]2[CH:15]=[CH:16][C:17]([C:18]([OH:20])=[O:19])=[CH:21][CH:22]=2)[CH2:10][CH2:9][NH:8][CH2:13][CH2:12]1.